Task: Predict the product of the given reaction.. Dataset: Forward reaction prediction with 1.9M reactions from USPTO patents (1976-2016) (1) Given the reactants Cl[C:2]1[CH:11]=[C:10]2[C:5]([C:6]([C:12]3[C:20]4[C:15](=[CH:16][CH:17]=[C:18]([CH3:21])[CH:19]=4)[NH:14][C:13]=3[CH3:22])=[CH:7][CH:8]=[N:9]2)=[CH:4][CH:3]=1.[H-].[Na+].Br[CH2:26][C:27]([O:29]CC)=[O:28].[ClH:32], predict the reaction product. The product is: [Cl:32][C:8]1[CH:7]=[C:6]([C:12]2[C:20]3[C:15](=[CH:16][CH:17]=[C:18]([CH3:21])[CH:19]=3)[N:14]([CH2:26][C:27]([OH:29])=[O:28])[C:13]=2[CH3:22])[C:5]2[C:10](=[CH:11][CH:2]=[CH:3][CH:4]=2)[N:9]=1. (2) Given the reactants [C:1]1([C:7]2[CH:15]=[C:14]3[C:10]([CH2:11][C:12](=[O:16])[NH:13]3)=[CH:9][CH:8]=2)[CH:6]=[CH:5][CH:4]=[CH:3][CH:2]=1.[CH2:17]([N:19]([CH2:34][CH3:35])[CH2:20][CH2:21][CH2:22][C:23]1[CH:24]=[C:25]2[C:29](=[CH:30][CH:31]=1)[NH:28][C:27]([CH:32]=O)=[CH:26]2)[CH3:18].N1CCCCC1, predict the reaction product. The product is: [CH2:34]([N:19]([CH2:17][CH3:18])[CH2:20][CH2:21][CH2:22][C:23]1[CH:24]=[C:25]2[C:29](=[CH:30][CH:31]=1)[NH:28][C:27]([CH:32]=[C:11]1[C:10]3[C:14](=[CH:15][C:7]([C:1]4[CH:2]=[CH:3][CH:4]=[CH:5][CH:6]=4)=[CH:8][CH:9]=3)[NH:13][C:12]1=[O:16])=[CH:26]2)[CH3:35]. (3) Given the reactants [CH:1]1([CH2:6][CH:7]([N:11]2[C:16](=[O:17])[CH:15]=[C:14]([O:18][C:19]3[CH:24]=[CH:23][CH:22]=[C:21]([F:25])[CH:20]=3)[CH:13]=[N:12]2)[C:8]([OH:10])=O)[CH2:5][CH2:4][CH2:3][CH2:2]1.[NH2:26][C:27]1[CH:31]=[CH:30][N:29]([CH2:32][C:33]([CH3:36])([OH:35])[CH3:34])[N:28]=1, predict the reaction product. The product is: [CH:1]1([CH2:6][CH:7]([N:11]2[C:16](=[O:17])[CH:15]=[C:14]([O:18][C:19]3[CH:24]=[CH:23][CH:22]=[C:21]([F:25])[CH:20]=3)[CH:13]=[N:12]2)[C:8]([NH:26][C:27]2[CH:31]=[CH:30][N:29]([CH2:32][C:33]([OH:35])([CH3:34])[CH3:36])[N:28]=2)=[O:10])[CH2:5][CH2:4][CH2:3][CH2:2]1.